This data is from Full USPTO retrosynthesis dataset with 1.9M reactions from patents (1976-2016). The task is: Predict the reactants needed to synthesize the given product. (1) Given the product [Cl:1][C:2]1[C:7]([Cl:8])=[CH:6][CH:5]=[CH:4][C:3]=1/[CH:9]=[CH:10]\[CH:14]([S:15][CH:14](/[CH:10]=[CH:9]\[C:3]1[CH:4]=[CH:5][CH:6]=[C:7]([Cl:8])[C:2]=1[Cl:1])[C:13]1[CH:16]=[CH:17][C:18]([F:20])=[CH:19][C:12]=1[Cl:11])[C:13]1[CH:16]=[CH:17][C:18]([F:20])=[CH:19][C:12]=1[Cl:11], predict the reactants needed to synthesize it. The reactants are: [Cl:1][C:2]1[C:7]([Cl:8])=[CH:6][CH:5]=[CH:4][C:3]=1[C:9]#[CH:10].[Cl:11][C:12]1[CH:19]=[C:18]([F:20])[CH:17]=[CH:16][C:13]=1[CH2:14][SH:15].[Na]. (2) Given the product [OH:8][CH2:7][C@H:11]1[C@@H:17]([C:18]2[CH:19]=[CH:20][C:21]([F:24])=[CH:22][CH:23]=2)[CH2:16][C@H:15]2[N:25]([CH3:26])[C@@H:12]1[CH2:13][CH2:14]2, predict the reactants needed to synthesize it. The reactants are: [H-].[Al+3].[Li+].[H-].[H-].[H-].[C:7]([C@H:11]1[C@@H:17]([C:18]2[CH:23]=[CH:22][C:21]([F:24])=[CH:20][CH:19]=2)[CH2:16][C@H:15]2[N:25]([CH3:26])[C@@H:12]1[CH2:13][CH2:14]2)(OC)=[O:8]. (3) The reactants are: [N+:1]([C:4]1[C:9](=[O:10])[NH:8][C:7](=[O:11])[NH:6][C:5]=1[C:12]([O-:14])=[O:13])([O-:3])=[O:2].[K+].S(=O)(=O)(O)O.[CH2:21](O)[CH3:22]. Given the product [CH2:21]([O:13][C:12]([C:5]1[NH:6][C:7](=[O:11])[NH:8][C:9](=[O:10])[C:4]=1[N+:1]([O-:3])=[O:2])=[O:14])[CH3:22], predict the reactants needed to synthesize it. (4) The reactants are: [C:1]([O:5][C:6]([N:8]1[CH2:13][CH2:12][CH:11]([N:14]([CH2:24][CH3:25])[C:15]2[S:19][CH:18]=[C:17]([C:20](O)=[O:21])[C:16]=2[CH3:23])[CH2:10][CH2:9]1)=[O:7])([CH3:4])([CH3:3])[CH3:2].[NH2:26][CH:27]1CCN(C(OC(C)(C)C)=O)CC1.C(Cl)CCl.[CH:44]1C=[CH:46][C:47]2[N:52](O)N=N[C:48]=2[CH:49]=1.CCO[C:57]([CH3:59])=[O:58]. Given the product [CH3:44][C:49]1[CH:48]=[C:47]([CH3:46])[NH:52][C:57](=[O:58])[C:59]=1[CH2:27][NH:26][C:20]([C:17]1[C:16]([CH3:23])=[C:15]([N:14]([CH2:24][CH3:25])[CH:11]2[CH2:12][CH2:13][N:8]([C:6]([O:5][C:1]([CH3:2])([CH3:4])[CH3:3])=[O:7])[CH2:9][CH2:10]2)[S:19][CH:18]=1)=[O:21], predict the reactants needed to synthesize it.